From a dataset of Peptide-MHC class I binding affinity with 185,985 pairs from IEDB/IMGT. Regression. Given a peptide amino acid sequence and an MHC pseudo amino acid sequence, predict their binding affinity value. This is MHC class I binding data. (1) The peptide sequence is EVPAQYLTY. The MHC is HLA-A02:19 with pseudo-sequence HLA-A02:19. The binding affinity (normalized) is 0.0847. (2) The peptide sequence is ATFEVFLAK. The MHC is HLA-A31:01 with pseudo-sequence HLA-A31:01. The binding affinity (normalized) is 0.542. (3) The peptide sequence is TVYYGVPVWK. The MHC is HLA-B53:01 with pseudo-sequence HLA-B53:01. The binding affinity (normalized) is 0.107.